Dataset: Peptide-MHC class I binding affinity with 185,985 pairs from IEDB/IMGT. Task: Regression. Given a peptide amino acid sequence and an MHC pseudo amino acid sequence, predict their binding affinity value. This is MHC class I binding data. The peptide sequence is RTFDRFFEE. The MHC is HLA-A25:01 with pseudo-sequence HLA-A25:01. The binding affinity (normalized) is 0.0847.